Dataset: Reaction yield outcomes from USPTO patents with 853,638 reactions. Task: Predict the reaction yield, written as a fraction of the theoretical maximum amount of product (1.0 means a 100% yield; for example, 0.34 means a 34% yield). (1) The reactants are [CH3:1][N:2]([CH3:28])[CH:3]1[CH2:7][CH2:6][N:5]([C:8]2[N:13]=[CH:12][C:11]([C:14]3[N:18]4[CH:19]=[CH:20][CH:21]=[CH:22][C:17]4=[N:16][C:15]=3[C:23](OCC)=[O:24])=[CH:10][CH:9]=2)[CH2:4]1.[BH4-].[Li+].[OH-].[Na+]. The catalyst is C1COCC1. The product is [CH3:1][N:2]([CH3:28])[CH:3]1[CH2:7][CH2:6][N:5]([C:8]2[N:13]=[CH:12][C:11]([C:14]3[N:18]4[CH:19]=[CH:20][CH:21]=[CH:22][C:17]4=[N:16][C:15]=3[CH2:23][OH:24])=[CH:10][CH:9]=2)[CH2:4]1. The yield is 0.290. (2) The reactants are [C:1]([N:8]1[CH2:13][CH2:12][CH2:11][C:10](=O)[CH2:9]1)([O:3][C:4]([CH3:7])([CH3:6])[CH3:5])=[O:2].[C:15]([O:19][C:20](=[O:23])[NH:21][NH2:22])([CH3:18])([CH3:17])[CH3:16]. The catalyst is C1(C)C=CC=CC=1. The product is [C:15]([O:19][C:20]([NH:21]/[N:22]=[C:10]1/[CH2:9][N:8]([C:1]([O:3][C:4]([CH3:7])([CH3:6])[CH3:5])=[O:2])[CH2:13][CH2:12][CH2:11]/1)=[O:23])([CH3:18])([CH3:17])[CH3:16]. The yield is 0.950. (3) The reactants are [N+:1]([C:4]1[CH:9]=[CH:8][C:7]([N:10]2[C:15](=[O:16])[N:14]([C:17]3[CH:22]=[CH:21][C:20]([N+:23]([O-])=O)=[CH:19][C:18]=3[CH3:26])[C:13](=[O:27])[N:12]([C:28]3[CH:33]=[CH:32][C:31]([N+:34]([O-])=O)=[CH:30][C:29]=3[CH3:37])[C:11]2=[O:38])=[C:6]([CH3:39])[CH:5]=1)([O-])=O.Cl.O. The catalyst is C1COCC1.[Pd]. The product is [NH2:23][C:20]1[CH:21]=[CH:22][C:17]([N:14]2[C:15](=[O:16])[N:10]([C:7]3[CH:8]=[CH:9][C:4]([NH2:1])=[CH:5][C:6]=3[CH3:39])[C:11](=[O:38])[N:12]([C:28]3[CH:33]=[CH:32][C:31]([NH2:34])=[CH:30][C:29]=3[CH3:37])[C:13]2=[O:27])=[C:18]([CH3:26])[CH:19]=1. The yield is 0.800. (4) The reactants are Br[C:2]1[CH:7]=[C:6]([O:8][CH3:9])[CH:5]=[C:4]([F:10])[CH:3]=1.[C:11]([O:15][CH2:16][CH3:17])(=[O:14])[CH:12]=[CH2:13]. The catalyst is C([O-])(=O)C.[Pd+2].C([O-])(=O)C.CC1C=CC=CC=1P(C1C=CC=CC=1C)C1C=CC=CC=1C. The product is [F:10][C:4]1[CH:3]=[C:2](/[CH:13]=[CH:12]/[C:11]([O:15][CH2:16][CH3:17])=[O:14])[CH:7]=[C:6]([O:8][CH3:9])[CH:5]=1. The yield is 0.870. (5) The reactants are [CH3:1][C:2]1[N:7]=[C:6]2[NH:8][CH:9]=[CH:10][C:5]2=[CH:4][CH:3]=1.[C:11](O)(=[O:13])C.C1N2CN3CN(C2)CN1C3. The catalyst is O. The product is [CH3:1][C:2]1[N:7]=[C:6]2[NH:8][CH:9]=[C:10]([CH:11]=[O:13])[C:5]2=[CH:4][CH:3]=1. The yield is 0.670. (6) The reactants are [CH3:1][O:2][C:3]1[CH:4]=[C:5]2[C:9](=[CH:10][CH:11]=1)[NH:8][C:7](=[O:12])[CH2:6]2.[O:13]1[CH2:18][CH2:17][N:16]([C:19]2[N:24]=[CH:23][C:22]([C:25]3[C:33]4[C:28](=[CH:29][C:30]([CH:34]=O)=[CH:31][CH:32]=4)[N:27]([CH2:36][O:37][CH2:38][CH2:39][Si:40]([CH3:43])([CH3:42])[CH3:41])[N:26]=3)=[CH:21][CH:20]=2)[CH2:15][CH2:14]1.N1CCCCC1. The catalyst is CO. The product is [CH3:1][O:2][C:3]1[CH:4]=[C:5]2[C:9](=[CH:10][CH:11]=1)[NH:8][C:7](=[O:12])/[C:6]/2=[CH:34]/[C:30]1[CH:29]=[C:28]2[C:33]([C:25]([C:22]3[CH:23]=[N:24][C:19]([N:16]4[CH2:17][CH2:18][O:13][CH2:14][CH2:15]4)=[CH:20][CH:21]=3)=[N:26][N:27]2[CH2:36][O:37][CH2:38][CH2:39][Si:40]([CH3:43])([CH3:41])[CH3:42])=[CH:32][CH:31]=1. The yield is 0.630. (7) The reactants are [NH2:1][C:2]1[CH:7]=[CH:6][C:5]([NH2:8])=[CH:4][CH:3]=1.[CH2:9]([N:11]=[C:12]=[O:13])[CH3:10].C(=O)([O-])[O-].[K+].[K+]. The catalyst is C1COCC1. The product is [CH2:9]([NH:11][C:12]([NH:1][C:2]1[CH:7]=[CH:6][C:5]([NH2:8])=[CH:4][CH:3]=1)=[O:13])[CH3:10]. The yield is 0.620. (8) The reactants are CN(C(ON1N=NC2C=CC=CC1=2)=[N+](C)C)C.F[P-](F)(F)(F)(F)F.[CH3:25][O:26][C:27](=[O:41])[C:28]1[CH:33]=[CH:32][C:31]([CH2:34][CH2:35][CH2:36][C:37]([OH:39])=O)=[C:30]([CH3:40])[CH:29]=1.Cl.[CH3:43][C:44]([CH3:54])([CH3:53])[CH2:45][CH2:46][N:47]1[CH2:52][CH2:51][NH:50][CH2:49][CH2:48]1.CCN(C(C)C)C(C)C. The catalyst is ClCCl. The product is [CH3:25][O:26][C:27](=[O:41])[C:28]1[CH:33]=[CH:32][C:31]([CH2:34][CH2:35][CH2:36][C:37]([N:50]2[CH2:51][CH2:52][N:47]([CH2:46][CH2:45][C:44]([CH3:54])([CH3:53])[CH3:43])[CH2:48][CH2:49]2)=[O:39])=[C:30]([CH3:40])[CH:29]=1. The yield is 0.940. (9) The product is [CH:15]1([NH:14][C:4]2[N:3]=[C:2]([NH:28][C:27]3[CH:26]=[CH:25][C:24]([N:21]4[CH2:22][CH2:23][O:18][CH2:19][CH2:20]4)=[CH:30][CH:29]=3)[N:7]=[C:6]3[NH:8][N:9]=[C:10]([S:11]([CH3:13])=[O:12])[C:5]=23)[CH2:17][CH2:16]1. The yield is 0.400. The catalyst is C(O)CCC. The reactants are Cl[C:2]1[N:7]=[C:6]2[NH:8][N:9]=[C:10]([S:11]([CH3:13])=[O:12])[C:5]2=[C:4]([NH:14][CH:15]2[CH2:17][CH2:16]2)[N:3]=1.[O:18]1[CH2:23][CH2:22][N:21]([C:24]2[CH:30]=[CH:29][C:27]([NH2:28])=[CH:26][CH:25]=2)[CH2:20][CH2:19]1.